This data is from Catalyst prediction with 721,799 reactions and 888 catalyst types from USPTO. The task is: Predict which catalyst facilitates the given reaction. (1) Reactant: [CH3:1][O:2][C:3]1[C:12]([N+:13]([O-:15])=[O:14])=[CH:11][C:10]([N:16]2[CH2:21][CH2:20][O:19][CH2:18][CH2:17]2)=[CH:9][C:4]=1[C:5]([O:7]C)=O.[CH3:22][NH2:23].C1(C)C=CC=CC=1. Product: [CH3:1][O:2][C:3]1[C:12]([N+:13]([O-:15])=[O:14])=[CH:11][C:10]([N:16]2[CH2:21][CH2:20][O:19][CH2:18][CH2:17]2)=[CH:9][C:4]=1[C:5]([NH:23][CH3:22])=[O:7]. The catalyst class is: 8. (2) Reactant: [OH-].[Na+].[Cl:3][C:4]1[S:8][C:7]([C:9]([C@H:11]2[CH2:13][C@@H:12]2[C:14]([O:16]C)=[O:15])=[O:10])=[CH:6][CH:5]=1. Product: [Cl:3][C:4]1[S:8][C:7]([C:9]([C@H:11]2[CH2:13][C@@H:12]2[C:14]([OH:16])=[O:15])=[O:10])=[CH:6][CH:5]=1. The catalyst class is: 5.